This data is from Reaction yield outcomes from USPTO patents with 853,638 reactions. The task is: Predict the reaction yield, written as a fraction of the theoretical maximum amount of product (1.0 means a 100% yield; for example, 0.34 means a 34% yield). The reactants are [C:1](/[CH:3]=[CH:4]/[S:5]([C:8]1[CH:13]=[CH:12][C:11]([C:14]([CH3:19])([CH3:18])[C:15]([OH:17])=O)=[CH:10][CH:9]=1)(=[O:7])=[O:6])#[N:2].[Cl:20][C:21]1[CH:28]=[CH:27][C:24]([CH2:25][NH2:26])=[CH:23][CH:22]=1.Cl.CN(C)CCCN=C=NCC.ON1C2C=CC=CC=2N=N1.C(=O)(O)[O-].[Na+]. The catalyst is O1CCCC1. The product is [Cl:20][C:21]1[CH:28]=[CH:27][C:24]([CH2:25][NH:26][C:15](=[O:17])[C:14]([C:11]2[CH:10]=[CH:9][C:8]([S:5](/[CH:4]=[CH:3]/[C:1]#[N:2])(=[O:6])=[O:7])=[CH:13][CH:12]=2)([CH3:19])[CH3:18])=[CH:23][CH:22]=1. The yield is 0.480.